From a dataset of Forward reaction prediction with 1.9M reactions from USPTO patents (1976-2016). Predict the product of the given reaction. (1) Given the reactants C(OC([NH:11][C@@H:12]([CH2:22][CH:23]([CH3:25])[CH3:24])[CH2:13][NH:14][C:15](=[O:21])[O:16][C:17]([CH3:20])([CH3:19])[CH3:18])=O)C1C=CC=CC=1.[H][H], predict the reaction product. The product is: [NH2:11][C@@H:12]([CH2:22][CH:23]([CH3:25])[CH3:24])[CH2:13][NH:14][C:15](=[O:21])[O:16][C:17]([CH3:18])([CH3:19])[CH3:20]. (2) Given the reactants C(=O)([O-])[O-].[K+].[K+].[CH2:7]([C:9]([C:31]1[CH:36]=[CH:35][C:34]([OH:37])=[C:33]([CH3:38])[CH:32]=1)([C:12]1[CH:17]=[CH:16][C:15]([C:18]#[C:19][C:20]([OH:29])([C:25]([F:28])([F:27])[F:26])[C:21]([F:24])([F:23])[F:22])=[C:14]([CH3:30])[CH:13]=1)[CH2:10][CH3:11])[CH3:8].[CH3:39][O:40][CH2:41]Cl.[Cl-].[NH4+], predict the reaction product. The product is: [CH2:7]([C:9]([C:31]1[CH:36]=[CH:35][C:34]([OH:37])=[C:33]([CH3:38])[CH:32]=1)([C:12]1[CH:17]=[CH:16][C:15]([C:18]#[C:19][C:20]([O:29][CH2:39][O:40][CH3:41])([C:25]([F:26])([F:27])[F:28])[C:21]([F:24])([F:23])[F:22])=[C:14]([CH3:30])[CH:13]=1)[CH2:10][CH3:11])[CH3:8]. (3) The product is: [Cl:13][C:14]1[CH:21]=[CH:20][CH:19]=[C:18]([O:22][C:23]2[CH:28]=[CH:27][CH:26]=[CH:25][CH:24]=2)[C:15]=1[CH2:16][NH:17][C:10]([CH:8]1[CH2:7][CH2:6][C:5]2[NH:1][CH:2]=[N:3][C:4]=2[CH2:9]1)=[O:12]. Given the reactants [NH:1]1[C:5]2[CH2:6][CH2:7][CH:8]([C:10]([OH:12])=O)[CH2:9][C:4]=2[N:3]=[CH:2]1.[Cl:13][C:14]1[CH:21]=[CH:20][CH:19]=[C:18]([O:22][C:23]2[CH:28]=[CH:27][CH:26]=[CH:25][CH:24]=2)[C:15]=1[CH2:16][NH2:17], predict the reaction product.